Dataset: Reaction yield outcomes from USPTO patents with 853,638 reactions. Task: Predict the reaction yield, written as a fraction of the theoretical maximum amount of product (1.0 means a 100% yield; for example, 0.34 means a 34% yield). (1) The reactants are [Cl:1][C:2]1[C:3]2[N:4]([C:8]([C@H:11]3[CH2:16][N:15]4[C:17](=[O:22])[O:18][CH:19]([CH:20]=[CH2:21])[C@@H:14]4[CH2:13][CH2:12]3)=[N:9][CH:10]=2)[CH:5]=[CH:6][N:7]=1.[Br:23]N1C(=O)CCC1=O. The catalyst is CN(C=O)C. The product is [Br:23][C:10]1[N:9]=[C:8]([C@H:11]2[CH2:16][N:15]3[C:17](=[O:22])[O:18][CH:19]([CH:20]=[CH2:21])[C@@H:14]3[CH2:13][CH2:12]2)[N:4]2[CH:5]=[CH:6][N:7]=[C:2]([Cl:1])[C:3]=12. The yield is 0.801. (2) The reactants are [Br:1][C:2]1[CH:10]=[CH:9][C:5]([C:6](Cl)=[O:7])=[CH:4][CH:3]=1.[CH3:11][NH2:12]. The catalyst is C(Cl)Cl. The product is [Br:1][C:2]1[CH:10]=[CH:9][C:5]([C:6]([NH:12][CH3:11])=[O:7])=[CH:4][CH:3]=1. The yield is 0.980. (3) The reactants are [O:1]1[CH2:3][CH:2]1[CH2:4][O:5][C:6]1[CH:7]=[N:8][CH:9]=[CH:10][CH:11]=1.CO.[NH4+:14]. No catalyst specified. The product is [NH2:14][CH2:3][C@H:2]([OH:1])[CH2:4][O:5][C:6]1[CH:7]=[N:8][CH:9]=[CH:10][CH:11]=1. The yield is 0.995. (4) The reactants are C(C1C=C(NC2N=C(NC3C=CC=C(C(O)=O)C=3)C(F)=CN=2)C=CC=1)(O)=O.C[O:29][C:30]([C:32]1[CH:37]=[CH:36][C:35]([NH:38][C:39]2[N:44]=[C:43]([NH:45][C:46]3[CH:51]=[CH:50][C:49]([C:52]([O:54]C)=[O:53])=[CH:48][CH:47]=3)[C:42]([F:56])=[CH:41][N:40]=2)=[CH:34][CH:33]=1)=[O:31].[OH-].[Na+]. No catalyst specified. The product is [C:30]([C:32]1[CH:37]=[CH:36][C:35]([NH:38][C:39]2[N:44]=[C:43]([NH:45][C:46]3[CH:51]=[CH:50][C:49]([C:52]([OH:54])=[O:53])=[CH:48][CH:47]=3)[C:42]([F:56])=[CH:41][N:40]=2)=[CH:34][CH:33]=1)([OH:31])=[O:29]. The yield is 0.590. (5) The reactants are [C:1]([C:5]1[CH:9]=[C:8]([NH:10][C:11]([NH:13][C@@H:14]2[C:23]3[C:18](=[CH:19][CH:20]=[CH:21][CH:22]=3)[C@H:17]([O:24][C:25]3[CH:26]=[CH:27][C:28]4[N:29]([C:31]([N:34]5[C@H:39]([CH3:40])[CH2:38][CH2:37][CH2:36][C@@H:35]5[CH3:41])=[N:32][N:33]=4)[CH:30]=3)[CH2:16][CH2:15]2)=[O:12])[N:7]([C:42]2[CH:43]=[C:44]([CH:51]=[CH:52][CH:53]=2)[CH2:45][O:46]S(C)(=O)=O)[N:6]=1)([CH3:4])([CH3:3])[CH3:2].[CH3:54][N:55]1[CH2:60][CH2:59][NH:58][CH2:57][CH2:56]1.C1C[O:64]CC1. No catalyst specified. The product is [CH:45]([OH:46])=[O:64].[C:1]([C:5]1[CH:9]=[C:8]([NH:10][C:11]([NH:13][C@@H:14]2[C:23]3[C:18](=[CH:19][CH:20]=[CH:21][CH:22]=3)[C@H:17]([O:24][C:25]3[CH:26]=[CH:27][C:28]4[N:29]([C:31]([N:34]5[C@H:39]([CH3:40])[CH2:38][CH2:37][CH2:36][C@@H:35]5[CH3:41])=[N:32][N:33]=4)[CH:30]=3)[CH2:16][CH2:15]2)=[O:12])[N:7]([C:42]2[CH:43]=[CH:44][CH:45]=[C:52]([CH2:51][N:58]3[CH2:59][CH2:60][N:55]([CH3:54])[CH2:56][CH2:57]3)[CH:53]=2)[N:6]=1)([CH3:3])([CH3:4])[CH3:2]. The yield is 0.190.